This data is from Forward reaction prediction with 1.9M reactions from USPTO patents (1976-2016). The task is: Predict the product of the given reaction. (1) Given the reactants [OH:1][C:2]1[N:11]=[CH:10][C:9](I)=[C:8]2[C:3]=1[CH:4]=[C:5]([C:28]1[CH:33]=[CH:32][CH:31]=[CH:30][CH:29]=1)[C:6]([C:13]1[CH:27]=[CH:26][C:16]([CH2:17][NH:18][C:19](=[O:25])[O:20][C:21]([CH3:24])([CH3:23])[CH3:22])=[CH:15][CH:14]=1)=[N:7]2.[O:34]1[CH:38]=[CH:37][CH:36]=[C:35]1B(O)O.C(=O)([O-])[O-].[Cs+].[Cs+], predict the reaction product. The product is: [O:34]1[CH:38]=[CH:37][CH:36]=[C:35]1[C:9]1[CH:10]=[N:11][C:2]([OH:1])=[C:3]2[C:8]=1[N:7]=[C:6]([C:13]1[CH:27]=[CH:26][C:16]([CH2:17][NH:18][C:19](=[O:25])[O:20][C:21]([CH3:23])([CH3:24])[CH3:22])=[CH:15][CH:14]=1)[C:5]([C:28]1[CH:29]=[CH:30][CH:31]=[CH:32][CH:33]=1)=[CH:4]2. (2) The product is: [F:33][C:31]1[CH:30]=[C:29]([F:34])[CH:28]=[C:27]2[C:32]=1[C:23]([NH:21][C:10]1[C:9]([C:5]3[CH:6]=[N:7][CH:8]=[C:3]([O:2][CH3:1])[CH:4]=3)=[CH:14][N:13]=[C:12]([N:15]3[CH2:16][CH2:17][O:18][CH2:19][CH2:20]3)[N:11]=1)=[C:24]([CH3:41])[C:25]([C:35]1[CH:40]=[CH:39][CH:38]=[CH:37][N:36]=1)=[N:26]2. Given the reactants [CH3:1][O:2][C:3]1[CH:4]=[C:5]([C:9]2[C:10]([NH2:21])=[N:11][C:12]([N:15]3[CH2:20][CH2:19][O:18][CH2:17][CH2:16]3)=[N:13][CH:14]=2)[CH:6]=[N:7][CH:8]=1.Cl[C:23]1[C:32]2[C:27](=[CH:28][C:29]([F:34])=[CH:30][C:31]=2[F:33])[N:26]=[C:25]([C:35]2[CH:40]=[CH:39][CH:38]=[CH:37][N:36]=2)[C:24]=1[CH3:41].C1(P(C2CCCCC2)C2C=CC=CC=2C2C(C(C)C)=CC(C(C)C)=CC=2C(C)C)CCCCC1.CC(C)([O-])C.[Na+], predict the reaction product. (3) Given the reactants [NH2:1][CH:2]([C:5]1[CH:10]=[CH:9][C:8]([NH:11][C:12]([NH:14][C:15]2[CH:20]=[CH:19][C:18]([Cl:21])=[CH:17][CH:16]=2)=[O:13])=[CH:7][CH:6]=1)[CH2:3][OH:4].C([O-])(=O)C.[Na+].[N:27]#[C:28]Br.N, predict the reaction product. The product is: [NH2:27][C:28]1[O:4][CH2:3][CH:2]([C:5]2[CH:6]=[CH:7][C:8]([NH:11][C:12]([NH:14][C:15]3[CH:16]=[CH:17][C:18]([Cl:21])=[CH:19][CH:20]=3)=[O:13])=[CH:9][CH:10]=2)[N:1]=1. (4) Given the reactants [CH:1]1[C:14]2[C:13](=[CH:15][C:16](O)=[O:17])[C:12]3[C:7](=[CH:8][CH:9]=[CH:10][CH:11]=3)[O:6][C:5]=2[CH:4]=[CH:3][CH:2]=1.Cl.C(N=C=NCCCN(C)C)C.OC1C2N=NNC=2C=CC=1.C(N(CC)CC)C.Cl.[CH3:49][O:50][C:51](=[O:58])[CH2:52][CH2:53][CH2:54][CH2:55][CH2:56][NH2:57], predict the reaction product. The product is: [CH3:49][O:50][C:51](=[O:58])[CH2:52][CH2:53][CH2:54][CH2:55][CH2:56][NH:57][C:16](=[O:17])[CH:15]=[C:13]1[C:14]2[CH:1]=[CH:2][CH:3]=[CH:4][C:5]=2[O:6][C:7]2[C:12]1=[CH:11][CH:10]=[CH:9][CH:8]=2. (5) Given the reactants [C:1]1(=[O:11])[NH:5][C:4](=[O:6])[C:3]2=[CH:7][CH:8]=[CH:9][CH:10]=[C:2]12.[H-].[Na+].Br[CH2:15][C:16]([F:22])=[CH:17][C:18]([F:21])([F:20])[F:19], predict the reaction product. The product is: [F:22]/[C:16](=[CH:17]\[C:18]([F:21])([F:20])[F:19])/[CH2:15][N:5]1[C:1](=[O:11])[C:2]2[C:3](=[CH:7][CH:8]=[CH:9][CH:10]=2)[C:4]1=[O:6].